From a dataset of Reaction yield outcomes from USPTO patents with 853,638 reactions. Predict the reaction yield, written as a fraction of the theoretical maximum amount of product (1.0 means a 100% yield; for example, 0.34 means a 34% yield). (1) The reactants are [OH:1][C@@H:2]([CH2:6][C:7]1[CH:12]=[CH:11][C:10]([O:13][C:14]([CH3:17])([CH3:16])[CH3:15])=[CH:9][CH:8]=1)[C:3]([OH:5])=[O:4].[H-].[Na+].[CH2:20](I)[CH3:21]. The catalyst is O1CCCC1. The product is [CH2:20]([O:1][C@@H:2]([CH2:6][C:7]1[CH:8]=[CH:9][C:10]([O:13][C:14]([CH3:17])([CH3:16])[CH3:15])=[CH:11][CH:12]=1)[C:3]([OH:5])=[O:4])[CH3:21]. The yield is 0.210. (2) The reactants are [H-].[Na+].[NH2:3][C@@H:4]1[C:13]2[C:8](=[CH:9][CH:10]=[CH:11][CH:12]=2)[C@H:7]([OH:14])[CH2:6][CH2:5]1.F[C:16]1[CH:17]=[CH:18][C:19]2[N:20]([C:22]([N:25]([CH:29]([CH3:31])[CH3:30])[CH:26]([CH3:28])[CH3:27])=[N:23][N:24]=2)[CH:21]=1. The catalyst is CN(C=O)C. The product is [NH2:3][C@@H:4]1[C:13]2[C:8](=[CH:9][CH:10]=[CH:11][CH:12]=2)[C@H:7]([O:14][C:16]2[CH:17]=[CH:18][C:19]3[N:20]([C:22]([N:25]([CH:29]([CH3:31])[CH3:30])[CH:26]([CH3:27])[CH3:28])=[N:23][N:24]=3)[CH:21]=2)[CH2:6][CH2:5]1. The yield is 0.680.